This data is from Reaction yield outcomes from USPTO patents with 853,638 reactions. The task is: Predict the reaction yield, written as a fraction of the theoretical maximum amount of product (1.0 means a 100% yield; for example, 0.34 means a 34% yield). (1) The reactants are [NH:1](C(OC(C)(C)C)=O)[CH2:2][C:3]([NH:5][CH2:6][C:7]([NH:9][CH2:10][C:11](O)=[O:12])=[O:8])=[O:4].F[P-](F)(F)(F)(F)F.C[N+](C)=C(N(C)C)ON1C2N=CC=CC=2N=N1.C(N(CC)C(C)C)(C)C.[C:54]([O:73][CH2:74][C@H:75]([CH2:96][O:97][P:98]([O:101][CH2:102][CH2:103][NH2:104])([OH:100])=[O:99])[O:76][C:77](=[O:95])[CH2:78][CH2:79][CH2:80][CH2:81][CH2:82][CH2:83][CH2:84]/[CH:85]=[CH:86]\[CH2:87][CH2:88][CH2:89][CH2:90][CH2:91][CH2:92][CH2:93][CH3:94])(=[O:72])[CH2:55][CH2:56][CH2:57][CH2:58][CH2:59][CH2:60][CH2:61]/[CH:62]=[CH:63]\[CH2:64][CH2:65][CH2:66][CH2:67][CH2:68][CH2:69][CH2:70][CH3:71].Cl.C(OCC)C. The catalyst is CN(C=O)C.C(Cl)(Cl)Cl. The product is [C:54]([O:73][CH2:74][C@@H:75]([O:76][C:77](=[O:95])[CH2:78][CH2:79][CH2:80][CH2:81][CH2:82][CH2:83][CH2:84]/[CH:85]=[CH:86]\[CH2:87][CH2:88][CH2:89][CH2:90][CH2:91][CH2:92][CH2:93][CH3:94])[CH2:96][O:97][P:98]([O:101][CH2:102][CH2:103][NH:104][C:11](=[O:12])[CH2:10][NH:9][C:7](=[O:8])[CH2:6][NH:5][C:3](=[O:4])[CH2:2][NH2:1])([OH:100])=[O:99])(=[O:72])[CH2:55][CH2:56][CH2:57][CH2:58][CH2:59][CH2:60][CH2:61]/[CH:62]=[CH:63]\[CH2:64][CH2:65][CH2:66][CH2:67][CH2:68][CH2:69][CH2:70][CH3:71]. The yield is 0.900. (2) The catalyst is C(O)C. The product is [Br:24][C:21]1[CH:22]=[CH:23][C:18]([CH2:17][NH:16][C:15]([C:8]2[CH:9]=[C:10]([CH3:14])[C:11]([F:13])=[CH:12][C:7]=2[O:6][CH2:5][C:4]([OH:27])=[O:3])=[S:26])=[C:19]([F:25])[CH:20]=1. The yield is 0.980. The reactants are C([O:3][C:4](=[O:27])[CH2:5][O:6][C:7]1[CH:12]=[C:11]([F:13])[C:10]([CH3:14])=[CH:9][C:8]=1[C:15](=[S:26])[NH:16][CH2:17][C:18]1[CH:23]=[CH:22][C:21]([Br:24])=[CH:20][C:19]=1[F:25])C.[OH-].[Na+]. (3) The reactants are Br[CH2:2][CH2:3][CH:4]([S:9]([OH:12])(=[O:11])=[O:10])[C:5]([O:7][CH3:8])=[O:6].[C:13]([OH:16])(=[S:15])[CH3:14].CCN(C(C)C)C(C)C. The catalyst is C1COCC1. The product is [C:13]([S:15][CH2:2][CH2:3][CH:4]([S:9]([OH:12])(=[O:11])=[O:10])[C:5]([O:7][CH3:8])=[O:6])(=[O:16])[CH3:14]. The yield is 0.900. (4) The reactants are [Si:1]([O:8][CH2:9][CH2:10][O:11][C:12]1[CH:13]=[CH:14][C:15]([CH:26]=O)=[N:16][C:17]=1[C:18]1[CH:23]=[CH:22][C:21]([S:24][CH3:25])=[CH:20][CH:19]=1)([C:4]([CH3:7])([CH3:6])[CH3:5])([CH3:3])[CH3:2].[NH2:28][C:29]1[CH:37]=[C:36]([O:38][CH3:39])[CH:35]=[C:34]([O:40][CH3:41])[C:30]=1[C:31]([NH2:33])=[O:32].OS([O-])=O.[Na+].O.C1(C)C=CC(S(O)(=O)=O)=CC=1. The product is [Si:1]([O:8][CH2:9][CH2:10][O:11][C:12]1[CH:13]=[CH:14][C:15]([C:26]2[NH:33][C:31](=[O:32])[C:30]3[C:29](=[CH:37][C:36]([O:38][CH3:39])=[CH:35][C:34]=3[O:40][CH3:41])[N:28]=2)=[N:16][C:17]=1[C:18]1[CH:23]=[CH:22][C:21]([S:24][CH3:25])=[CH:20][CH:19]=1)([C:4]([CH3:7])([CH3:6])[CH3:5])([CH3:2])[CH3:3]. The catalyst is CN(C)C(=O)C. The yield is 0.920. (5) The reactants are [CH3:1][N:2]([CH3:15])[C:3](=[O:14])[CH2:4][CH2:5][CH:6]([N+:11]([O-])=O)[CH:7]([OH:10])[CH2:8][F:9]. The catalyst is CO.[Ni]. The product is [CH3:15][N:2]([CH3:1])[C:3](=[O:14])[CH2:4][CH2:5][CH:6]([NH2:11])[CH:7]([OH:10])[CH2:8][F:9]. The yield is 0.870.